Task: Regression. Given two drug SMILES strings and cell line genomic features, predict the synergy score measuring deviation from expected non-interaction effect.. Dataset: NCI-60 drug combinations with 297,098 pairs across 59 cell lines (1) Drug 1: CCN(CC)CCCC(C)NC1=C2C=C(C=CC2=NC3=C1C=CC(=C3)Cl)OC. Synergy scores: CSS=46.8, Synergy_ZIP=-12.9, Synergy_Bliss=-3.91, Synergy_Loewe=-0.247, Synergy_HSA=0.341. Drug 2: N.N.Cl[Pt+2]Cl. Cell line: OVCAR-8. (2) Drug 1: CCCCCOC(=O)NC1=NC(=O)N(C=C1F)C2C(C(C(O2)C)O)O. Drug 2: CC=C1C(=O)NC(C(=O)OC2CC(=O)NC(C(=O)NC(CSSCCC=C2)C(=O)N1)C(C)C)C(C)C. Cell line: NCI-H226. Synergy scores: CSS=17.2, Synergy_ZIP=-0.228, Synergy_Bliss=-3.18, Synergy_Loewe=-29.5, Synergy_HSA=-3.66.